From a dataset of Full USPTO retrosynthesis dataset with 1.9M reactions from patents (1976-2016). Predict the reactants needed to synthesize the given product. (1) The reactants are: C=C[C@@H]1[C@@H]2C[C@H]([C@@H:11]([OH:22])[C:12]3C=CN=C4C=CC=CC=34)N(CC2)C1.N1C=CC=CC=1.[CH3:29][NH:30][C:31]([C:33]1[CH:42]=[CH:41][C:40]2[C:35](=[CH:36][CH:37]=[C:38]([C:43]([C:45]3[N:46]=[CH:47][N:48]([S:50]([C:53]4[CH:58]=[CH:57][CH:56]=[CH:55][CH:54]=4)(=[O:52])=[O:51])[CH:49]=3)=[O:44])[CH:39]=2)[CH:34]=1)=[O:32].C(O)(=O)[CH2:60][C:61](CC(O)=O)(C(O)=O)[OH:62]. Given the product [OH:44][C@@:43]([C:38]1[CH:37]=[CH:36][C:35]2[C:40](=[CH:41][CH:42]=[C:33]([C:31]([NH:30][CH3:29])=[O:32])[CH:34]=2)[CH:39]=1)([C:45]1[N:46]=[CH:47][N:48]([S:50]([C:53]2[CH:58]=[CH:57][CH:56]=[CH:55][CH:54]=2)(=[O:52])=[O:51])[CH:49]=1)[CH2:60][C:61]([O:22][CH2:11][CH3:12])=[O:62], predict the reactants needed to synthesize it. (2) Given the product [OH:16][C:17]1[CH:24]=[CH:23][CH:22]=[C:21]([O:1][CH2:2][C@@H:3]2[CH2:7][CH2:6][CH2:5][N:4]2[C:8](=[O:9])[C:10]2[CH:15]=[CH:14][CH:13]=[N:12][CH:11]=2)[C:18]=1[CH:19]=[O:20], predict the reactants needed to synthesize it. The reactants are: [OH:1][CH2:2][C@@H:3]1[CH2:7][CH2:6][CH2:5][N:4]1[C:8]([C:10]1[CH:11]=[N:12][CH:13]=[CH:14][CH:15]=1)=[O:9].[OH:16][C:17]1[CH:24]=[CH:23][CH:22]=[C:21](O)[C:18]=1[CH:19]=[O:20].C1C=CC(P(C2C=CC=CC=2)C2C=CC=CC=2)=CC=1.CC(OC(/N=N/C(OC(C)C)=O)=O)C.